From a dataset of Peptide-MHC class II binding affinity with 134,281 pairs from IEDB. Regression. Given a peptide amino acid sequence and an MHC pseudo amino acid sequence, predict their binding affinity value. This is MHC class II binding data. The peptide sequence is NSFKPFAEYKSDYVY. The MHC is DRB1_1501 with pseudo-sequence DRB1_1501. The binding affinity (normalized) is 0.715.